Dataset: Full USPTO retrosynthesis dataset with 1.9M reactions from patents (1976-2016). Task: Predict the reactants needed to synthesize the given product. Given the product [C:1]1([S:7]([CH:24]2[CH2:23][CH2:22][CH2:21][C@@H:20]([CH2:19][O:18][C:17]3[CH:16]=[CH:15][C:14]([F:13])=[CH:28][CH:27]=3)[O:25]2)(=[O:9])=[O:8])[CH:6]=[CH:5][CH:4]=[CH:3][CH:2]=1, predict the reactants needed to synthesize it. The reactants are: [C:1]1([S:7]([OH:9])=[O:8])[CH:6]=[CH:5][CH:4]=[CH:3][CH:2]=1.[Cl-].[Ca+2].[Cl-].[F:13][C:14]1[CH:28]=[CH:27][C:17]([O:18][CH2:19][C@H:20]2[O:25][CH:24](O)[CH2:23][CH2:22][CH2:21]2)=[CH:16][CH:15]=1.